From a dataset of Full USPTO retrosynthesis dataset with 1.9M reactions from patents (1976-2016). Predict the reactants needed to synthesize the given product. (1) The reactants are: [OH:1][N:2]1[C:10](=[O:11])[C:9]2[C:4](=[CH:5][CH:6]=[CH:7][CH:8]=2)[C:3]1=[O:12].Cl[CH2:14][C:15]([NH2:17])=[O:16].C([O-])([O-])=O.[K+].[K+]. Given the product [O:12]=[C:3]1[C:4]2[C:9](=[CH:8][CH:7]=[CH:6][CH:5]=2)[C:10](=[O:11])[N:2]1[O:1][CH2:14][C:15]([NH2:17])=[O:16], predict the reactants needed to synthesize it. (2) The reactants are: Cl[CH2:2][CH2:3][CH2:4][S:5][C:6]1[CH:11]=[CH:10][CH:9]=[CH:8][CH:7]=1.[CH3:12][CH:13]([CH3:29])[C:14]([NH:16][C:17]1[CH:22]=[CH:21][CH:20]=[C:19]([CH:23]2[CH2:28][CH2:27][NH:26][CH2:25][CH2:24]2)[CH:18]=1)=[O:15]. Given the product [CH3:12][CH:13]([CH3:29])[C:14]([NH:16][C:17]1[CH:22]=[CH:21][CH:20]=[C:19]([CH:23]2[CH2:28][CH2:27][N:26]([CH2:2][CH2:3][CH2:4][S:5][C:6]3[CH:11]=[CH:10][CH:9]=[CH:8][CH:7]=3)[CH2:25][CH2:24]2)[CH:18]=1)=[O:15], predict the reactants needed to synthesize it. (3) The reactants are: [NH2:1][C:2]1[N:7]=[CH:6][C:5]([C:8]2[NH:12][C:11]([C@H:13]3[N:21]4[C:16](=[CH:17][C:18]([C:23]5[CH:28]=[C:27]([Cl:29])[CH:26]=[CH:25][C:24]=5[N:30]5[CH:34]=[N:33][N:32]=[N:31]5)=[CH:19][C:20]4=[O:22])[CH2:15][CH2:14]3)=[N:10][C:9]=2[CH3:35])=[CH:4][CH:3]=1.Cl[C:37]([O:39][CH3:40])=[O:38]. Given the product [CH3:40][O:39][C:37](=[O:38])[NH:1][C:2]1[CH:3]=[CH:4][C:5]([C:8]2[NH:12][C:11]([C@H:13]3[N:21]4[C:16](=[CH:17][C:18]([C:23]5[CH:28]=[C:27]([Cl:29])[CH:26]=[CH:25][C:24]=5[N:30]5[CH:34]=[N:33][N:32]=[N:31]5)=[CH:19][C:20]4=[O:22])[CH2:15][CH2:14]3)=[N:10][C:9]=2[CH3:35])=[CH:6][N:7]=1, predict the reactants needed to synthesize it. (4) The reactants are: C(Cl)Cl.[Cl:4][C:5]1[C:6]([CH:13]([S:22]([C:25]2[CH:30]=[CH:29][C:28]([Cl:31])=[CH:27][CH:26]=2)(=[O:24])=[O:23])[C:14]2[CH:19]=[C:18]([F:20])[CH:17]=[CH:16][C:15]=2[F:21])=[CH:7][C:8]([NH:11][NH2:12])=[N:9][CH:10]=1.[C:32](O[C:32]([O:34][C:35]([CH3:38])([CH3:37])[CH3:36])=[O:33])([O:34][C:35]([CH3:38])([CH3:37])[CH3:36])=[O:33]. Given the product [Cl:4][C:5]1[C:6]([CH:13]([S:22]([C:25]2[CH:30]=[CH:29][C:28]([Cl:31])=[CH:27][CH:26]=2)(=[O:24])=[O:23])[C:14]2[CH:19]=[C:18]([F:20])[CH:17]=[CH:16][C:15]=2[F:21])=[CH:7][C:8]([NH:11][NH:12][C:32]([O:34][C:35]([CH3:38])([CH3:37])[CH3:36])=[O:33])=[N:9][CH:10]=1, predict the reactants needed to synthesize it. (5) Given the product [Cl:21][C:22]1[CH:23]=[CH:24][C:25]([NH:28][C:29]2[C:32](=[O:33])[C:31](=[O:35])[C:30]=2[NH:1][CH2:2][CH2:3][NH:4][C:5]2[CH:10]=[C:9]([N:11]3[CH2:15][CH2:14][CH2:13][CH2:12]3)[N:8]=[C:7]([N:16]([CH2:17][CH3:18])[CH2:19][CH3:20])[N:6]=2)=[CH:26][CH:27]=1, predict the reactants needed to synthesize it. The reactants are: [NH2:1][CH2:2][CH2:3][NH:4][C:5]1[CH:10]=[C:9]([N:11]2[CH2:15][CH2:14][CH2:13][CH2:12]2)[N:8]=[C:7]([N:16]([CH2:19][CH3:20])[CH2:17][CH3:18])[N:6]=1.[Cl:21][C:22]1[CH:27]=[CH:26][C:25]([NH:28][C:29]2[C:30](=O)[C:31](=[O:35])[C:32]=2[O:33]C)=[CH:24][CH:23]=1. (6) Given the product [Br:1][C:2]1[S:6][C:5](=[N:7][C:8](=[O:14])[O:9][C:10]([CH3:11])([CH3:12])[CH3:13])[N:4]([CH2:15][Br:24])[C:3]=1[CH3:16], predict the reactants needed to synthesize it. The reactants are: [Br:1][C:2]1[S:6][C:5](=[N:7][C:8](=[O:14])[O:9][C:10]([CH3:13])([CH3:12])[CH3:11])[N:4]([CH3:15])[C:3]=1[CH3:16].C1C(=O)N([Br:24])C(=O)C1.C(=O)([O-])[O-].[K+].[K+]. (7) Given the product [NH2:27][C:26]1[C:20]2[S:19](=[O:31])(=[O:32])[N:18]=[C:17]([C:8]3[C:7](=[O:33])[N:6]([NH:5][CH2:4][CH:1]4[CH2:2][CH2:3]4)[C:15]4[C:10]([C:9]=3[OH:16])=[CH:11][CH:12]=[CH:13][CH:14]=4)[NH:22][C:21]=2[CH:23]=[CH:24][C:25]=1[OH:30], predict the reactants needed to synthesize it. The reactants are: [CH:1]1([CH2:4][NH:5][N:6]2[C:15]3[C:10](=[CH:11][CH:12]=[CH:13][CH:14]=3)[C:9]([OH:16])=[C:8]([C:17]3[NH:22][C:21]4[CH:23]=[CH:24][C:25]([OH:30])=[C:26]([N+:27]([O-])=O)[C:20]=4[S:19](=[O:32])(=[O:31])[N:18]=3)[C:7]2=[O:33])[CH2:3][CH2:2]1.[Cl-].[NH4+]. (8) Given the product [CH2:1]([O:8][C:9](=[O:19])[N:10]([C:24](=[O:25])[CH2:23][CH2:22][CH2:21][Br:20])[O:11][CH2:12][C:13]1[CH:14]=[CH:15][CH:16]=[CH:17][CH:18]=1)[C:2]1[CH:3]=[CH:4][CH:5]=[CH:6][CH:7]=1, predict the reactants needed to synthesize it. The reactants are: [CH2:1]([O:8][C:9](=[O:19])[NH:10][O:11][CH2:12][C:13]1[CH:18]=[CH:17][CH:16]=[CH:15][CH:14]=1)[C:2]1[CH:7]=[CH:6][CH:5]=[CH:4][CH:3]=1.[Br:20][CH2:21][CH2:22][CH2:23][C:24](O)=[O:25].C(Cl)Cl.C(Cl)CCl.